This data is from Catalyst prediction with 721,799 reactions and 888 catalyst types from USPTO. The task is: Predict which catalyst facilitates the given reaction. (1) Reactant: [BH4-].[Na+].[Cl:3][C:4]1[CH:5]=[C:6]([C:12]2[CH:16]=[CH:15][N:14]([CH2:17][C@@H:18]([NH:20][C:21]([C:23]3[N:24]=[CH:25][N:26]([CH2:28][CH2:29][C:30](=[O:32])[CH3:31])[CH:27]=3)=[O:22])[CH3:19])[N:13]=2)[CH:7]=[CH:8][C:9]=1[C:10]#[N:11].O. The catalyst class is: 8. Product: [Cl:3][C:4]1[CH:5]=[C:6]([C:12]2[CH:16]=[CH:15][N:14]([CH2:17][C@@H:18]([NH:20][C:21]([C:23]3[N:24]=[CH:25][N:26]([CH2:28][CH2:29][CH:30]([OH:32])[CH3:31])[CH:27]=3)=[O:22])[CH3:19])[N:13]=2)[CH:7]=[CH:8][C:9]=1[C:10]#[N:11]. (2) Reactant: Br[C:2]1[CH:10]=[CH:9][C:8]([N+:11]([O-:13])=[O:12])=[C:7]2[C:3]=1[CH2:4][N:5]([CH3:15])[C:6]2=[O:14].[NH:16]1[CH2:25][CH2:24][CH:19]([C:20]([O:22][CH3:23])=[O:21])[CH2:18][CH2:17]1.CCN(C(C)C)C(C)C. Product: [CH3:15][N:5]1[CH2:4][C:3]2[C:7](=[C:8]([N+:11]([O-:13])=[O:12])[CH:9]=[CH:10][C:2]=2[N:16]2[CH2:25][CH2:24][CH:19]([C:20]([O:22][CH3:23])=[O:21])[CH2:18][CH2:17]2)[C:6]1=[O:14]. The catalyst class is: 3. (3) Reactant: CO.Cl[C:4]1[C:9]([N+:10]([O-:12])=[O:11])=[CH:8][CH:7]=[C:6]([Cl:13])[N:5]=1.C(N(CC)CC)C.[NH2:21][C:22]1[CH:27]=[CH:26][C:25]([CH3:28])=[CH:24][CH:23]=1. Product: [CH3:28][C:25]1[CH:26]=[CH:27][C:22]([NH:21][C:4]2[C:9]([N+:10]([O-:12])=[O:11])=[CH:8][CH:7]=[C:6]([Cl:13])[N:5]=2)=[CH:23][CH:24]=1. The catalyst class is: 6. (4) Reactant: [CH2:1]([O:3][C:4](=[O:21])[CH2:5][O:6][C:7]1[CH:12]=[CH:11][C:10]([S:13][CH:14]([CH2:18][CH2:19][OH:20])[CH2:15][CH2:16][CH3:17])=[CH:9][CH:8]=1)[CH3:2].[CH3:22][S:23](Cl)(=[O:25])=[O:24]. Product: [CH2:1]([O:3][C:4](=[O:21])[CH2:5][O:6][C:7]1[CH:12]=[CH:11][C:10]([S:13][CH:14]([CH2:18][CH2:19][O:20][S:23]([CH3:22])(=[O:25])=[O:24])[CH2:15][CH2:16][CH3:17])=[CH:9][CH:8]=1)[CH3:2]. The catalyst class is: 2. (5) Reactant: [F:1][CH:2]([F:32])[N:3]1[C:8](=[O:9])[CH:7]=[CH:6][C:5]([N:10]2[CH:14]=[CH:13][C:12]([N:15]3[CH2:20][CH2:19][O:18][C@@:17]([C@@H:22]([OH:30])[C:23]([O:25]C(C)(C)C)=[O:24])([CH3:21])[C:16]3=[O:31])=[N:11]2)=[CH:4]1. Product: [F:32][CH:2]([F:1])[N:3]1[C:8](=[O:9])[CH:7]=[CH:6][C:5]([N:10]2[CH:14]=[CH:13][C:12]([N:15]3[CH2:20][CH2:19][O:18][C@@:17]([C@@H:22]([OH:30])[C:23]([OH:25])=[O:24])([CH3:21])[C:16]3=[O:31])=[N:11]2)=[CH:4]1. The catalyst class is: 89. (6) Reactant: [NH2:1][C:2]1[CH:10]=[CH:9][C:8]([O:11][CH3:12])=[CH:7][C:3]=1[C:4]([OH:6])=[O:5].N1C=CC=CC=1.Cl[C:20](Cl)([O:22]C(=O)OC(Cl)(Cl)Cl)Cl. Product: [CH3:12][O:11][C:8]1[CH:9]=[CH:10][C:2]2[NH:1][C:20](=[O:22])[O:5][C:4](=[O:6])[C:3]=2[CH:7]=1. The catalyst class is: 245. (7) Reactant: [CH3:1][C:2]1[CH:9]=[CH:8][C:7]([CH3:10])=[CH:6][C:3]=1[CH:4]=O.C(O)(=O)C.N1CCCCC1.[C:21]([C:25]([CH3:27])=[O:26])([F:24])([F:23])[F:22].[Cl-].[NH4+]. Product: [CH3:1][C:2]1[CH:9]=[CH:8][C:7]([CH3:10])=[CH:6][C:3]=1[CH:4]=[CH:27][C:25](=[O:26])[C:21]([F:24])([F:23])[F:22]. The catalyst class is: 1. (8) Reactant: CO[C:3]([C:5]1([CH3:17])[CH2:14][CH2:13][C:12]2[C:7](=[C:8]([O:15][CH3:16])[CH:9]=[CH:10][CH:11]=2)[CH2:6]1)=[O:4].[CH2:18]([N:20]([CH2:28][CH3:29])[C:21]1[CH:26]=[CH:25][C:24]([NH2:27])=[CH:23][CH:22]=1)[CH3:19].CC[Mg+].[Br-]. Product: [CH2:28]([N:20]([CH2:18][CH3:19])[C:21]1[CH:26]=[CH:25][C:24]([NH:27][C:3]([C:5]2([CH3:17])[CH2:14][CH2:13][C:12]3[C:7](=[C:8]([O:15][CH3:16])[CH:9]=[CH:10][CH:11]=3)[CH2:6]2)=[O:4])=[CH:23][CH:22]=1)[CH3:29]. The catalyst class is: 1. (9) Reactant: [Cl-].[CH2:2]([O:4][C:5](=[O:35])[CH2:6][O:7][C:8]1[CH:33]=[CH:32][C:11]([CH2:12][P+](C2C=CC=CC=2)(C2C=CC=CC=2)C2C=CC=CC=2)=[CH:10][C:9]=1[CH3:34])[CH3:3].[H-].[Na+].[Br:38][C:39]1[CH:40]=[C:41]([CH:44]=[CH:45][CH:46]=1)[CH:42]=O. Product: [Br:38][C:39]1[CH:40]=[C:41]([CH:42]=[CH:12][C:11]2[CH:32]=[CH:33][C:8]([O:7][CH2:6][C:5]([O:4][CH2:2][CH3:3])=[O:35])=[C:9]([CH3:34])[CH:10]=2)[CH:44]=[CH:45][CH:46]=1. The catalyst class is: 1.